Dataset: Catalyst prediction with 721,799 reactions and 888 catalyst types from USPTO. Task: Predict which catalyst facilitates the given reaction. (1) Reactant: [N:1]1([C:7]([O:9][C:10]([CH3:13])([CH3:12])[CH3:11])=[O:8])[CH2:6][CH2:5][NH:4][CH2:3][CH2:2]1.[N+:14]([C:17]1[CH:18]=[C:19]([CH2:23][C:24](O)=[O:25])[CH:20]=[CH:21][CH:22]=1)([O-:16])=[O:15].C(Cl)CCl.C1C=CC2N(O)N=NC=2C=1.C(N(CC)CC)C. Product: [N+:14]([C:17]1[CH:18]=[C:19]([CH2:23][C:24]([N:4]2[CH2:5][CH2:6][N:1]([C:7]([O:9][C:10]([CH3:13])([CH3:12])[CH3:11])=[O:8])[CH2:2][CH2:3]2)=[O:25])[CH:20]=[CH:21][CH:22]=1)([O-:16])=[O:15]. The catalyst class is: 31. (2) The catalyst class is: 81. Product: [Cl:19][CH2:14][CH2:13][N:12]1[C:11](=[O:16])[C:10]2[C:5](=[CH:6][CH:7]=[CH:8][CH:9]=2)[N:4]=[C:3]1[CH2:1][CH3:2]. Reactant: [CH2:1]([C:3]1[N:12]([CH2:13][CH2:14]O)[C:11](=[O:16])[C:10]2[C:5](=[CH:6][CH:7]=[CH:8][CH:9]=2)[N:4]=1)[CH3:2].S(Cl)([Cl:19])=O.C(Cl)(Cl)Cl. (3) Reactant: C(=O)([O-])[O-].[Cs+].[Cs+].CC1(C)C(C)(C)OB([C:15]2[CH2:20][CH2:19][N:18]([C:21]([O:23][C:24]([CH3:27])([CH3:26])[CH3:25])=[O:22])[CH2:17][CH:16]=2)O1.[Cl:29][C:30]1[C:31]2[CH:38]=[C:37](I)[N:36]([S:40]([C:43]3[CH:48]=[CH:47][CH:46]=[CH:45][CH:44]=3)(=[O:42])=[O:41])[C:32]=2[N:33]=[CH:34][N:35]=1. Product: [Cl:29][C:30]1[C:31]2[CH:38]=[C:37]([C:15]3[CH2:20][CH2:19][N:18]([C:21]([O:23][C:24]([CH3:25])([CH3:26])[CH3:27])=[O:22])[CH2:17][CH:16]=3)[N:36]([S:40]([C:43]3[CH:48]=[CH:47][CH:46]=[CH:45][CH:44]=3)(=[O:42])=[O:41])[C:32]=2[N:33]=[CH:34][N:35]=1. The catalyst class is: 253. (4) Reactant: BrC[C:3]1[CH:4]=[C:5]([CH:9]=[CH:10][CH:11]=1)[C:6]([OH:8])=[O:7].[NH:12]1[CH2:17][CH2:16][NH:15][CH2:14][C:13]1=[O:18].[C:19](=O)([O-])[O-].[K+].[K+].Cl. Product: [O:18]=[C:13]1[NH:12][CH2:17][CH2:16][N:15]([CH2:19][C:11]2[CH:3]=[CH:4][C:5]([C:6]([OH:8])=[O:7])=[CH:9][CH:10]=2)[CH2:14]1. The catalyst class is: 5. (5) Reactant: [Cl:1][C:2]1[CH:3]=[C:4]([NH:9][C:10]2[N:15]=[C:14]([NH:16][CH2:17][CH2:18][CH2:19][O:20][CH3:21])[C:13]([C:22](=[S:24])[NH2:23])=[CH:12][N:11]=2)[CH:5]=[CH:6][C:7]=1[F:8].Br[CH2:26][C:27](=O)[C:28]([O:30][CH3:31])=[O:29]. Product: [Cl:1][C:2]1[CH:3]=[C:4]([NH:9][C:10]2[N:15]=[C:14]([NH:16][CH2:17][CH2:18][CH2:19][O:20][CH3:21])[C:13]([C:22]3[S:24][CH:26]=[C:27]([C:28]([O:30][CH3:31])=[O:29])[N:23]=3)=[CH:12][N:11]=2)[CH:5]=[CH:6][C:7]=1[F:8].[C:4](#[N:9])[CH3:3].[OH2:20].[C:28]([O-:30])(=[O:29])[CH3:27].[NH4+:9]. The catalyst class is: 8. (6) Product: [NH2:1][C:4]1[CH:16]=[CH:15][C:7]([CH2:8][NH:9][S:10]([CH2:13][CH3:14])(=[O:12])=[O:11])=[CH:6][CH:5]=1. Reactant: [N+:1]([C:4]1[CH:16]=[CH:15][C:7]([CH2:8][NH:9][S:10]([CH2:13][CH3:14])(=[O:12])=[O:11])=[CH:6][CH:5]=1)([O-])=O.NN. The catalyst class is: 227. (7) Reactant: C(O[C:4]([C:6]1[C:7]2[S:15][CH:14]=[C:13]([CH2:16][O:17][C:18]3[CH:23]=[CH:22][CH:21]=[C:20]([CH2:24][CH2:25][C:26]4[CH:31]=[CH:30][C:29]([Cl:32])=[CH:28][CH:27]=4)[CH:19]=3)[C:8]=2[C:9]([NH2:12])=[N:10][CH:11]=1)=[O:5])C.[CH2:33]([CH2:35][NH2:36])[OH:34]. Product: [OH:34][CH2:33][CH2:35][NH:36][C:4]([C:6]1[C:7]2[S:15][CH:14]=[C:13]([CH2:16][O:17][C:18]3[CH:23]=[CH:22][CH:21]=[C:20]([CH2:24][CH2:25][C:26]4[CH:27]=[CH:28][C:29]([Cl:32])=[CH:30][CH:31]=4)[CH:19]=3)[C:8]=2[C:9]([NH2:12])=[N:10][CH:11]=1)=[O:5]. The catalyst class is: 16. (8) Reactant: [F:1][C:2]1[CH:26]=[CH:25][CH:24]=[C:23]([F:27])[C:3]=1[C:4]([NH:6][C:7]1[S:8][C:9]([C:16]2[CH:21]=[CH:20][CH:19]=[C:18]([F:22])[CH:17]=2)=[C:10]([C:12](OC)=[O:13])[N:11]=1)=[O:5].[H-].[Al+3].[Li+].[H-].[H-].[H-]. Product: [F:1][C:2]1[CH:26]=[CH:25][CH:24]=[C:23]([F:27])[C:3]=1[C:4]([NH:6][C:7]1[S:8][C:9]([C:16]2[CH:21]=[CH:20][CH:19]=[C:18]([F:22])[CH:17]=2)=[C:10]([CH2:12][OH:13])[N:11]=1)=[O:5]. The catalyst class is: 1. (9) Reactant: [CH3:1][C:2]1[CH:11]=[CH:10][C:9]2[C:4](=[CH:5][CH:6]=[CH:7][C:8]=2[O:12][CH2:13][CH2:14][N:15]2[CH2:20][CH2:19][C:18](=[CH:21][C:22]3[CH:30]=[C:29]4[C:25]([CH2:26][C:27](=[O:31])[NH:28]4)=[CH:24][CH:23]=3)[CH2:17][CH2:16]2)[N:3]=1.C([O-])=O.[NH4+]. Product: [CH3:1][C:2]1[CH:11]=[CH:10][C:9]2[C:4](=[CH:5][CH:6]=[CH:7][C:8]=2[O:12][CH2:13][CH2:14][N:15]2[CH2:20][CH2:19][CH:18]([CH2:21][C:22]3[CH:30]=[C:29]4[C:25]([CH2:26][C:27](=[O:31])[NH:28]4)=[CH:24][CH:23]=3)[CH2:17][CH2:16]2)[N:3]=1. The catalyst class is: 541.